This data is from Forward reaction prediction with 1.9M reactions from USPTO patents (1976-2016). The task is: Predict the product of the given reaction. (1) Given the reactants C([O-])(=O)C.[O:5]=[C:6]1[N:11]([CH2:12][C:13]2[CH:14]=[C:15]([CH:19]=[CH:20][CH:21]=2)[C:16]([NH2:18])=[NH2+:17])[N:10]=[C:9]([C:22]2[CH:27]=[C:26]([F:28])[C:25]([F:29])=[C:24]([F:30])[CH:23]=2)[CH:8]=[CH:7]1.CO[CH:33](OC)[CH2:34][CH:35](OC)OC, predict the reaction product. The product is: [N:17]1[CH:35]=[CH:34][CH:33]=[N:18][C:16]=1[C:15]1[CH:14]=[C:13]([CH:21]=[CH:20][CH:19]=1)[CH2:12][N:11]1[C:6](=[O:5])[CH:7]=[CH:8][C:9]([C:22]2[CH:23]=[C:24]([F:30])[C:25]([F:29])=[C:26]([F:28])[CH:27]=2)=[N:10]1. (2) Given the reactants C(OC([NH:8][C@@:9]1([C:24]([O:26]C(C)(C)C)=[O:25])[CH2:16][C:13]2([CH2:15][CH2:14]2)[C@@H:12]2[C@H:10]1[C@H:11]2[C:17]([O:19]C(C)(C)C)=[O:18])=O)(C)(C)C.[ClH:31], predict the reaction product. The product is: [ClH:31].[NH2:8][C@@:9]1([C:24]([OH:26])=[O:25])[CH2:16][C:13]2([CH2:15][CH2:14]2)[C@@H:12]2[C@H:10]1[C@H:11]2[C:17]([OH:19])=[O:18]. (3) Given the reactants Cl.[CH3:2][O:3][C:4]1[CH:5]=[C:6]([NH:10][NH2:11])[CH:7]=[CH:8][CH:9]=1.[C:12]([CH2:20][C:21]#[N:22])(=O)[C:13]1[CH:18]=[CH:17][CH:16]=[CH:15][CH:14]=1, predict the reaction product. The product is: [CH3:2][O:3][C:4]1[CH:5]=[C:6]([N:10]2[C:21]([NH2:22])=[CH:20][C:12]([C:13]3[CH:18]=[CH:17][CH:16]=[CH:15][CH:14]=3)=[N:11]2)[CH:7]=[CH:8][CH:9]=1.